Dataset: Forward reaction prediction with 1.9M reactions from USPTO patents (1976-2016). Task: Predict the product of the given reaction. (1) Given the reactants [Cl:1][C:2]1[CH:3]=[N:4][C:5]2[N:6]([N:8]=[C:9]([C:11]([OH:13])=O)[CH:10]=2)[CH:7]=1.[O:14]1[CH:18]=[CH:17][C:16]([C:19]2[N:23]3[CH2:24][CH2:25][NH:26][CH2:27][C:22]3=[N:21][N:20]=2)=[CH:15]1, predict the reaction product. The product is: [Cl:1][C:2]1[CH:3]=[N:4][C:5]2[N:6]([N:8]=[C:9]([C:11]([N:26]3[CH2:25][CH2:24][N:23]4[C:19]([C:16]5[CH:17]=[CH:18][O:14][CH:15]=5)=[N:20][N:21]=[C:22]4[CH2:27]3)=[O:13])[CH:10]=2)[CH:7]=1. (2) Given the reactants [CH3:1][O:2][C:3]([C:5]1[CH:9]=[C:8]([OH:10])[N:7]([C:11]2[CH:16]=[CH:15][CH:14]=[CH:13][C:12]=2[F:17])[N:6]=1)=[O:4].C(=O)([O-])[O-].[Cs+].[Cs+].Br[CH2:25][C:26](=[O:31])[C:27]([CH3:30])([CH3:29])[CH3:28], predict the reaction product. The product is: [CH3:1][O:2][C:3]([C:5]1[CH:9]=[C:8]([O:10][CH2:25][C:26](=[O:31])[C:27]([CH3:30])([CH3:29])[CH3:28])[N:7]([C:11]2[CH:16]=[CH:15][CH:14]=[CH:13][C:12]=2[F:17])[N:6]=1)=[O:4]. (3) Given the reactants [ClH:1].COC(=O)C(NC(=O)[C@H](C)N)C1CC1.C(OC([NH:23][CH:24]([CH2:34][CH3:35])[C:25]([NH:27][C@H:28]([C:30]([O:32][CH3:33])=[O:31])[CH3:29])=[O:26])=O)(C)(C)C, predict the reaction product. The product is: [ClH:1].[NH2:23][CH:24]([CH2:34][CH3:35])[C:25]([NH:27][C@H:28]([C:30]([O:32][CH3:33])=[O:31])[CH3:29])=[O:26].